From a dataset of TCR-epitope binding with 47,182 pairs between 192 epitopes and 23,139 TCRs. Binary Classification. Given a T-cell receptor sequence (or CDR3 region) and an epitope sequence, predict whether binding occurs between them. (1) The epitope is KLNVGDYFV. The TCR CDR3 sequence is CSVALRAAGYNEQFF. Result: 0 (the TCR does not bind to the epitope). (2) The epitope is YEGNSPFHPL. The TCR CDR3 sequence is CASSPSVGGTEAFF. Result: 1 (the TCR binds to the epitope). (3) The epitope is VTEHDTLLY. The TCR CDR3 sequence is CASSPIGGLEETQYF. Result: 1 (the TCR binds to the epitope). (4) The epitope is FPRPWLHGL. The TCR CDR3 sequence is CASSLYGGGEQPQHF. Result: 1 (the TCR binds to the epitope). (5) The epitope is YLNTLTLAV. The TCR CDR3 sequence is CASSSILETQYF. Result: 1 (the TCR binds to the epitope). (6) The epitope is KPLEFGATSAAL. The TCR CDR3 sequence is CASSQAKGLNNEQFF. Result: 1 (the TCR binds to the epitope). (7) The epitope is LLDFVRFMGV. The TCR CDR3 sequence is CASSNTGRREQYF. Result: 1 (the TCR binds to the epitope).